This data is from Reaction yield outcomes from USPTO patents with 853,638 reactions. The task is: Predict the reaction yield, written as a fraction of the theoretical maximum amount of product (1.0 means a 100% yield; for example, 0.34 means a 34% yield). The reactants are [Cl:1][C:2]1[N:7]=[C:6](/[CH:8]=[C:9](/[C:11]2[CH:12]=[C:13]([NH:17][S:18]([C:21]3[C:26]([F:27])=[CH:25][CH:24]=[CH:23][C:22]=3[F:28])(=[O:20])=[O:19])[CH:14]=[CH:15][CH:16]=2)\O)[CH:5]=[CH:4][N:3]=1.C1C(=O)N(Br)C(=O)C1.[NH2:37][C:38]([NH2:40])=[S:39]. The catalyst is CC(N(C)C)=O. The product is [NH2:40][C:38]1[S:39][C:8]([C:6]2[CH:5]=[CH:4][N:3]=[C:2]([Cl:1])[N:7]=2)=[C:9]([C:11]2[CH:12]=[C:13]([NH:17][S:18]([C:21]3[C:26]([F:27])=[CH:25][CH:24]=[CH:23][C:22]=3[F:28])(=[O:20])=[O:19])[CH:14]=[CH:15][CH:16]=2)[N:37]=1. The yield is 0.675.